This data is from Forward reaction prediction with 1.9M reactions from USPTO patents (1976-2016). The task is: Predict the product of the given reaction. Given the reactants [Cl:1][C:2]1[CH:7]=[CH:6][N:5]=[C:4]([CH2:8][C:9]([C:11]2[CH:16]=[CH:15][C:14]([F:17])=[CH:13][CH:12]=2)=O)[CH:3]=1.Cl.[NH2:19][OH:20].[OH-].[Na+], predict the reaction product. The product is: [Cl:1][C:2]1[CH:7]=[CH:6][N:5]=[C:4]([CH2:8][C:9]([C:11]2[CH:16]=[CH:15][C:14]([F:17])=[CH:13][CH:12]=2)=[N:19][OH:20])[CH:3]=1.